Dataset: NCI-60 drug combinations with 297,098 pairs across 59 cell lines. Task: Regression. Given two drug SMILES strings and cell line genomic features, predict the synergy score measuring deviation from expected non-interaction effect. (1) Drug 1: CCCCC(=O)OCC(=O)C1(CC(C2=C(C1)C(=C3C(=C2O)C(=O)C4=C(C3=O)C=CC=C4OC)O)OC5CC(C(C(O5)C)O)NC(=O)C(F)(F)F)O. Drug 2: CC1CCC2CC(C(=CC=CC=CC(CC(C(=O)C(C(C(=CC(C(=O)CC(OC(=O)C3CCCCN3C(=O)C(=O)C1(O2)O)C(C)CC4CCC(C(C4)OC)O)C)C)O)OC)C)C)C)OC. Cell line: OVCAR-5. Synergy scores: CSS=49.0, Synergy_ZIP=10.8, Synergy_Bliss=6.41, Synergy_Loewe=0.795, Synergy_HSA=7.08. (2) Drug 1: CC(C)NC(=O)C1=CC=C(C=C1)CNNC.Cl. Drug 2: CC12CCC3C(C1CCC2OP(=O)(O)O)CCC4=C3C=CC(=C4)OC(=O)N(CCCl)CCCl.[Na+]. Cell line: M14. Synergy scores: CSS=7.73, Synergy_ZIP=1.11, Synergy_Bliss=4.80, Synergy_Loewe=4.43, Synergy_HSA=1.50. (3) Drug 1: CN(C)C1=NC(=NC(=N1)N(C)C)N(C)C. Drug 2: CC(C)CN1C=NC2=C1C3=CC=CC=C3N=C2N. Cell line: RXF 393. Synergy scores: CSS=-2.52, Synergy_ZIP=1.71, Synergy_Bliss=0.835, Synergy_Loewe=-1.16, Synergy_HSA=-2.52. (4) Cell line: MOLT-4. Synergy scores: CSS=52.4, Synergy_ZIP=-1.23, Synergy_Bliss=-2.08, Synergy_Loewe=-9.33, Synergy_HSA=-3.02. Drug 1: C1CC(C1)(C(=O)O)C(=O)O.[NH2-].[NH2-].[Pt+2]. Drug 2: CC1=C(C=C(C=C1)C(=O)NC2=CC(=CC(=C2)C(F)(F)F)N3C=C(N=C3)C)NC4=NC=CC(=N4)C5=CN=CC=C5. (5) Drug 1: C1=C(C(=O)NC(=O)N1)N(CCCl)CCCl. Drug 2: CC1=CC=C(C=C1)C2=CC(=NN2C3=CC=C(C=C3)S(=O)(=O)N)C(F)(F)F. Cell line: COLO 205. Synergy scores: CSS=30.6, Synergy_ZIP=-1.99, Synergy_Bliss=-2.76, Synergy_Loewe=-9.55, Synergy_HSA=-3.20.